From a dataset of Catalyst prediction with 721,799 reactions and 888 catalyst types from USPTO. Predict which catalyst facilitates the given reaction. Reactant: [Si:1]([O:8][CH2:9][CH2:10][O:11][C:12]1[CH:17]=[C:16]([N+:18]([O-])=O)[CH:15]=[CH:14][C:13]=1[N:21]1[CH2:26][CH2:25][N:24]([CH3:27])[CH2:23][CH2:22]1)([C:4]([CH3:7])([CH3:6])[CH3:5])([CH3:3])[CH3:2].C(O[CH:31]=[C:32]([C:38]([O:40][CH2:41][CH3:42])=[O:39])[C:33]([O:35][CH2:36][CH3:37])=[O:34])C. Product: [Si:1]([O:8][CH2:9][CH2:10][O:11][C:12]1[CH:17]=[C:16]([NH:18][CH:31]=[C:32]([C:33]([O:35][CH2:36][CH3:37])=[O:34])[C:38]([O:40][CH2:41][CH3:42])=[O:39])[CH:15]=[CH:14][C:13]=1[N:21]1[CH2:26][CH2:25][N:24]([CH3:27])[CH2:23][CH2:22]1)([C:4]([CH3:7])([CH3:6])[CH3:5])([CH3:3])[CH3:2]. The catalyst class is: 350.